Dataset: Retrosynthesis with 50K atom-mapped reactions and 10 reaction types from USPTO. Task: Predict the reactants needed to synthesize the given product. (1) Given the product CCC(C)Oc1ccc(OCCNC(=O)C2CC2)cc1, predict the reactants needed to synthesize it. The reactants are: CCC(C)Oc1ccc(OCCN)cc1.O=C(Cl)C1CC1. (2) Given the product CC(C)Oc1ccncc1[N+](=O)[O-], predict the reactants needed to synthesize it. The reactants are: CC(C)I.O=[N+]([O-])c1cnccc1O. (3) Given the product CC(C)(C)OC(=O)NCCOc1cccc(NS(=O)(=O)C2CCCCC2)c1, predict the reactants needed to synthesize it. The reactants are: CC(C)(C)OC(=O)NCCOc1cccc(N)c1.O=S(=O)(Cl)C1CCCCC1. (4) Given the product CC(C)(C)OC(=O)N1CCC(Nc2ncc(OS(C)(=O)=O)cn2)CC1, predict the reactants needed to synthesize it. The reactants are: CC(C)(C)OC(=O)N1CCC(Nc2ncc(O)cn2)CC1.CS(=O)(=O)Cl. (5) The reactants are: CC(C)(C)OC(=O)N1CCC(=O)CC1.CCOP(=O)(Cc1ccc([N+](=O)[O-])c(Cl)c1)OCC. Given the product CC(C)(C)OC(=O)N1CCC(=Cc2ccc([N+](=O)[O-])c(Cl)c2)CC1, predict the reactants needed to synthesize it.